Dataset: Reaction yield outcomes from USPTO patents with 853,638 reactions. Task: Predict the reaction yield, written as a fraction of the theoretical maximum amount of product (1.0 means a 100% yield; for example, 0.34 means a 34% yield). (1) The reactants are Cl[C:2]1[N:7]=[N:6][C:5]([NH2:8])=[CH:4][CH:3]=1.CC1(C)C(C)(C)OB([C:17]2[CH:26]=[CH:25][C:20]([C:21]([O:23][CH3:24])=[O:22])=[CH:19][CH:18]=2)O1.CC(C1C=C(C(C)C)C(C2C=CC=CC=2P(C2CCCCC2)C2CCCCC2)=C(C(C)C)C=1)C.C([O-])([O-])=O.[Na+].[Na+]. The catalyst is O1CCOCC1.O.C1C=CC(/C=C/C(/C=C/C2C=CC=CC=2)=O)=CC=1.C1C=CC(/C=C/C(/C=C/C2C=CC=CC=2)=O)=CC=1.C1C=CC(/C=C/C(/C=C/C2C=CC=CC=2)=O)=CC=1.[Pd].[Pd]. The product is [NH2:8][C:5]1[N:6]=[N:7][C:2]([C:17]2[CH:26]=[CH:25][C:20]([C:21]([O:23][CH3:24])=[O:22])=[CH:19][CH:18]=2)=[CH:3][CH:4]=1. The yield is 0.480. (2) The reactants are [OH:1][C:2]1[CH:9]=[CH:8][C:5]([CH:6]=[O:7])=[CH:4][C:3]=1[O:10][CH3:11].[Cl:12][C:13]1[CH:20]=[CH:19][C:16]([CH2:17]Br)=[CH:15][CH:14]=1.C(=O)([O-])[O-].[K+].[K+]. The catalyst is C(#N)C. The product is [Cl:12][C:13]1[CH:20]=[CH:19][C:16]([CH2:17][O:1][C:2]2[CH:9]=[CH:8][C:5]([CH:6]=[O:7])=[CH:4][C:3]=2[O:10][CH3:11])=[CH:15][CH:14]=1. The yield is 0.930. (3) The reactants are [Br:1][C:2]1[CH:3]=[CH:4][C:5]([N:8]2[CH:12]=[C:11]([CH2:13][CH2:14][CH2:15][OH:16])[C:10]([CH:17]([CH3:19])[CH3:18])=[N:9]2)=[N:6][CH:7]=1.[CH2:20]([C:22]1[C:23](O)=[C:24]([CH2:28][C:29]([O:31][CH3:32])=[O:30])[CH:25]=[CH:26][CH:27]=1)[CH3:21].C(P(CCCC)CCCC)CCC.N(C(N1CCCCC1)=O)=NC(N1CCCCC1)=O. The catalyst is O1CCCC1. The product is [Br:1][C:2]1[CH:3]=[CH:4][C:5]([N:8]2[CH:12]=[C:11]([CH2:13][CH2:14][CH2:15][O:16][C:23]3[C:22]([CH2:20][CH3:21])=[CH:27][CH:26]=[CH:25][C:24]=3[CH2:28][C:29]([O:31][CH3:32])=[O:30])[C:10]([CH:17]([CH3:19])[CH3:18])=[N:9]2)=[N:6][CH:7]=1. The yield is 0.540. (4) The reactants are Cl[C:2]1[N:7]=[CH:6][C:5]([C:8](=[O:10])[CH3:9])=[CH:4][CH:3]=1.[F:11][C:12]([F:19])([F:18])[CH2:13][O:14][CH2:15][CH2:16][OH:17]. No catalyst specified. The product is [F:11][C:12]([F:19])([F:18])[CH2:13][O:14][CH2:15][CH2:16][O:17][C:2]1[N:7]=[CH:6][C:5]([C:8](=[O:10])[CH3:9])=[CH:4][CH:3]=1. The yield is 0.500. (5) The reactants are [CH3:1][C:2]1[CH:7]=[C:6]([O:8][CH3:9])[CH:5]=[CH:4][C:3]=1[NH2:10].[CH2:11]=O.C[O-].[Na+].[BH4-].[Na+]. The catalyst is CO.C(OCC)(=O)C. The product is [CH3:11][NH:10][C:3]1[CH:4]=[CH:5][C:6]([O:8][CH3:9])=[CH:7][C:2]=1[CH3:1]. The yield is 0.910. (6) The reactants are [OH-].[Na+].[C:11](O[C:11]([O:13][C:14]([CH3:17])([CH3:16])[CH3:15])=[O:12])([O:13][C:14]([CH3:17])([CH3:16])[CH3:15])=[O:12].[Br:18][C:19]1[CH:27]=[CH:26][CH:25]=[C:24]2[C:20]=1[CH:21]=[CH:22][N:23]2[CH2:28][CH2:29][NH2:30].O. The catalyst is O1CCOCC1. The product is [C:14]([O:13][C:11](=[O:12])[NH:30][CH2:29][CH2:28][N:23]1[C:24]2[C:20](=[C:19]([Br:18])[CH:27]=[CH:26][CH:25]=2)[CH:21]=[CH:22]1)([CH3:15])([CH3:16])[CH3:17]. The yield is 0.930. (7) The reactants are [OH-:1].[K+].C([O:5][C:6](=[O:43])[C:7]([CH3:42])([CH3:41])[CH2:8][CH2:9][CH2:10][CH2:11][CH2:12][CH2:13][C:14]([N+]#[C-])(S(C1C=CC(C)=CC=1)(=O)=O)[CH2:15][CH2:16][CH2:17][CH2:18][CH2:19][CH2:20][C:21]([CH3:28])([CH3:27])[C:22]([O:24]CC)=[O:23])C. The catalyst is O.C(O)C. The product is [CH3:41][C:7]([CH3:42])([CH2:8][CH2:9][CH2:10][CH2:11][CH2:12][CH2:13][C:14](=[O:1])[CH2:15][CH2:16][CH2:17][CH2:18][CH2:19][CH2:20][C:21]([CH3:28])([CH3:27])[C:22]([OH:24])=[O:23])[C:6]([OH:5])=[O:43]. The yield is 0.570.